Predict the reactants needed to synthesize the given product. From a dataset of Full USPTO retrosynthesis dataset with 1.9M reactions from patents (1976-2016). (1) Given the product [CH2:1]([O:3][C:4](=[O:26])[C:5]([O:8][C:9]1[CH:10]=[C:11]([O:24][CH3:25])[CH:12]=[C:13]([C:15](=[O:23])[NH:16][CH:17]2[CH2:18][CH2:19][N:20]([CH2:33][C:32]3[CH:35]=[CH:36][C:37]([O:38][CH3:39])=[C:30]([O:29][CH2:27][CH3:28])[CH:31]=3)[CH2:21][CH2:22]2)[CH:14]=1)([CH3:6])[CH3:7])[CH3:2], predict the reactants needed to synthesize it. The reactants are: [CH2:1]([O:3][C:4](=[O:26])[C:5]([O:8][C:9]1[CH:14]=[C:13]([C:15](=[O:23])[NH:16][CH:17]2[CH2:22][CH2:21][NH:20][CH2:19][CH2:18]2)[CH:12]=[C:11]([O:24][CH3:25])[CH:10]=1)([CH3:7])[CH3:6])[CH3:2].[CH2:27]([O:29][C:30]1[CH:31]=[C:32]([CH:35]=[CH:36][C:37]=1[O:38][CH3:39])[CH:33]=O)[CH3:28].C([BH3-])#N.[Na+].C(N(C(C)C)C(C)C)C. (2) Given the product [CH3:9][C:10]1[CH:15]=[C:14]([C:16]2[S:20][C:19]([CH:35]=[O:36])=[N:18][CH:17]=2)[CH:13]=[C:12]([NH:21][C:22]2[N:27]=[C:26]([C:28]([F:29])([F:31])[F:30])[CH:25]=[CH:24][N:23]=2)[CH:11]=1, predict the reactants needed to synthesize it. The reactants are: C([N-]C(C)C)(C)C.[Li+].[CH3:9][C:10]1[CH:11]=[C:12]([NH:21][C:22]2[N:27]=[C:26]([C:28]([F:31])([F:30])[F:29])[CH:25]=[CH:24][N:23]=2)[CH:13]=[C:14]([C:16]2[S:20][CH:19]=[N:18][CH:17]=2)[CH:15]=1.CN([CH:35]=[O:36])C. (3) Given the product [F:25][C:23]1[CH:22]=[C:4]([CH:3]=[C:2]([F:1])[CH:24]=1)[CH2:5][C@@H:6]1[CH2:11][C@@H:10]([C:12]2[O:16][NH:15][C:14](=[O:17])[CH:13]=2)[CH2:9][CH2:8][N:7]1[C:18]([O:20][CH3:21])=[O:19].[F:25][C:23]1[CH:22]=[C:4]([CH:3]=[C:2]([F:1])[CH:24]=1)[CH2:5][C@H:6]1[CH2:11][C@H:10]([C:12]2[O:16][NH:15][C:14](=[O:17])[CH:13]=2)[CH2:9][CH2:8][N:7]1[C:18]([O:20][CH3:21])=[O:19], predict the reactants needed to synthesize it. The reactants are: [F:1][C:2]1[CH:3]=[C:4]([CH:22]=[C:23]([F:25])[CH:24]=1)[CH2:5][C@H:6]1[CH2:11][C@H:10]([C:12]2[O:16][NH:15][C:14](=[O:17])[CH:13]=2)[CH2:9][CH2:8][N:7]1[C:18]([O:20][CH3:21])=[O:19].CCCCCCC.CC(O)C.